From a dataset of Forward reaction prediction with 1.9M reactions from USPTO patents (1976-2016). Predict the product of the given reaction. (1) Given the reactants C(=O)([O-])[O-].[Cs+].[Cs+].[F:7][C:8]1[CH:9]=[C:10]([CH:32]=[C:33]([F:35])[CH:34]=1)[CH2:11][N:12]1[C:20]2[C:15](=[CH:16][CH:17]=[C:18]([NH2:21])[CH:19]=2)[C:14]([S:22][C:23]2[CH:28]=[CH:27][CH:26]=[CH:25][C:24]=2[N+:29]([O-:31])=[O:30])=[CH:13]1.Br[CH2:37][C:38]#[N:39], predict the reaction product. The product is: [F:7][C:8]1[CH:9]=[C:10]([CH:32]=[C:33]([F:35])[CH:34]=1)[CH2:11][N:12]1[C:20]2[C:15](=[CH:16][CH:17]=[C:18]([NH:21][CH2:37][C:38]#[N:39])[CH:19]=2)[C:14]([S:22][C:23]2[CH:28]=[CH:27][CH:26]=[CH:25][C:24]=2[N+:29]([O-:31])=[O:30])=[CH:13]1. (2) Given the reactants [C:1]1([CH:7]=[CH:8][C:9]([C:11]2[CH:16]=[CH:15][CH:14]=[CH:13][CH:12]=2)=O)[CH:6]=[CH:5][CH:4]=[CH:3][CH:2]=1.[C:17](#[N:21])[CH2:18][C:19]#[N:20].C([O-])(=O)C.[NH4+:26], predict the reaction product. The product is: [NH2:20][C:19]1[N:26]=[C:7]([C:1]2[CH:6]=[CH:5][CH:4]=[CH:3][CH:2]=2)[CH:8]=[C:9]([C:11]2[CH:16]=[CH:15][CH:14]=[CH:13][CH:12]=2)[C:18]=1[C:17]#[N:21].